From a dataset of Catalyst prediction with 721,799 reactions and 888 catalyst types from USPTO. Predict which catalyst facilitates the given reaction. (1) Reactant: [Cl:1][C:2]1[N:6]2[CH:7]=[C:8]([OH:15])[CH:9]=[C:10]([C:11]([F:14])([F:13])[F:12])[C:5]2=[N:4][C:3]=1[C:16]([O:18][CH3:19])=[O:17].[Na+].Cl[C:22]([F:27])([F:26])C([O-])=O.C([O-])([O-])=O.[Cs+].[Cs+]. Product: [Cl:1][C:2]1[N:6]2[CH:7]=[C:8]([O:15][CH:22]([F:27])[F:26])[CH:9]=[C:10]([C:11]([F:12])([F:14])[F:13])[C:5]2=[N:4][C:3]=1[C:16]([O:18][CH3:19])=[O:17]. The catalyst class is: 31. (2) Reactant: [CH3:1][C:2]1[CH:7]=[CH:6][N:5]=[CH:4][C:3]=1[O:8][C:9]1[C:18]2[C:17](=[O:19])[N:16]([CH2:20][C:21]3[CH:26]=[CH:25][C:24]([O:27][CH3:28])=[CH:23][CH:22]=3)C(=O)[N:14]([C:30]3[CH:35]=[CH:34][C:33]([I:36])=[CH:32][C:31]=3[F:37])[C:13]=2[N:12]([CH3:38])[C:11](=[O:39])[CH:10]=1.[OH-].[Li+].C(OCC)(=O)C. Product: [CH3:1][C:2]1[CH:7]=[CH:6][N:5]=[CH:4][C:3]=1[O:8][C:9]1[C:18]([C:17]([NH:16][CH2:20][C:21]2[CH:22]=[CH:23][C:24]([O:27][CH3:28])=[CH:25][CH:26]=2)=[O:19])=[C:13]([NH:14][C:30]2[CH:35]=[CH:34][C:33]([I:36])=[CH:32][C:31]=2[F:37])[N:12]([CH3:38])[C:11](=[O:39])[CH:10]=1. The catalyst class is: 30. (3) Reactant: [CH:1]1([CH2:7][N:8]2[C:16]3[C:11](=[N:12][CH:13]=[C:14]([C:17]4[CH:31]=[CH:30][C:20]([CH2:21][NH:22]C(=O)OC(C)(C)C)=[CH:19][CH:18]=4)[N:15]=3)[NH:10][C:9]2=[O:32])[CH2:6][CH2:5][CH2:4][CH2:3][CH2:2]1.BrC1N=C2N(CC3CCCCC3)C(=O)NC2=NC=1.C(NCC1C=CC(B(O)O)=CC=1)(OC(C)(C)C)=O.P([O-])([O-])([O-])=O.[K+].[K+].[K+]. Product: [NH2:22][CH2:21][C:20]1[CH:19]=[CH:18][C:17]([C:14]2[N:15]=[C:16]3[N:8]([CH2:7][CH:1]4[CH2:6][CH2:5][CH2:4][CH2:3][CH2:2]4)[C:9](=[O:32])[NH:10][C:11]3=[N:12][CH:13]=2)=[CH:31][CH:30]=1. The catalyst class is: 710. (4) Product: [F:11][C:8]1[C:5]([C:6]#[N:7])=[C:4]([O:12][CH3:13])[C:3]([CH:1]2[CH2:2][O:22]2)=[CH:10][CH:9]=1. Reactant: [CH:1]([C:3]1[C:4]([O:12][CH3:13])=[C:5]([C:8]([F:11])=[CH:9][CH:10]=1)[C:6]#[N:7])=[CH2:2].C1C=C(Cl)C=C(C(OO)=[O:22])C=1. The catalyst class is: 2. (5) Reactant: [OH:1][NH:2][C:3](=[NH:22])[C:4]1[C:5]([CH3:21])=[C:6]2[C:11](=[CH:12][CH:13]=1)[CH2:10][N:9]([C:14]([O:16][C:17]([CH3:20])([CH3:19])[CH3:18])=[O:15])[CH2:8][CH2:7]2.C(N(CC)CC)C.[Cl:30][C:31]1[CH:32]=[C:33]([CH:37]=[CH:38][C:39]=1[O:40][CH:41]([CH3:43])[CH3:42])[C:34](Cl)=[O:35]. Product: [Cl:30][C:31]1[CH:32]=[C:33]([C:34]([O:1][NH:2][C:3](=[NH:22])[C:4]2[C:5]([CH3:21])=[C:6]3[C:11](=[CH:12][CH:13]=2)[CH2:10][N:9]([C:14]([O:16][C:17]([CH3:18])([CH3:19])[CH3:20])=[O:15])[CH2:8][CH2:7]3)=[O:35])[CH:37]=[CH:38][C:39]=1[O:40][CH:41]([CH3:43])[CH3:42]. The catalyst class is: 4. (6) Reactant: [CH3:1][C:2]([O:5][C:6](/N=N/[C:6]([O:5][C:2](C)(C)[CH3:1])=O)=O)(C)C.[C:17]([O:23][CH2:24][N:25]1[C:34](=[O:35])[C:33]2[C:28](=[CH:29][C:30]([OH:40])=[CH:31][C:32]=2[O:36][CH2:37][CH2:38][Cl:39])[N:27]=[CH:26]1)(=[O:22])[C:18]([CH3:21])([CH3:20])[CH3:19].COCCO.C1(P(C2C=CC=CC=2)C2C=CC=CC=2)C=CC=CC=1. Product: [C:17]([O:23][CH2:24][N:25]1[C:34](=[O:35])[C:33]2[C:28](=[CH:29][C:30]([O:40][CH2:1][CH2:2][O:5][CH3:6])=[CH:31][C:32]=2[O:36][CH2:37][CH2:38][Cl:39])[N:27]=[CH:26]1)(=[O:22])[C:18]([CH3:21])([CH3:20])[CH3:19]. The catalyst class is: 7. (7) Reactant: [OH:1][C:2]1[CH:10]=[CH:9][C:5]([C:6]([OH:8])=O)=[CH:4][N:3]=1.S(Cl)(Cl)=O.[O:15]1[CH2:20][CH2:19][NH:18][C:17]2[CH:21]=[N:22][CH:23]=[CH:24][C:16]1=2.C(=O)([O-])[O-].[K+].[K+].C(=O)([O-])O.[Na+]. Product: [O:15]1[CH2:20][CH2:19][N:18]([C:6]([C:5]2[CH:4]=[N:3][C:2]([OH:1])=[CH:10][CH:9]=2)=[O:8])[C:17]2[CH:21]=[N:22][CH:23]=[CH:24][C:16]1=2. The catalyst class is: 675.